This data is from CYP3A4 inhibition data for predicting drug metabolism from PubChem BioAssay. The task is: Regression/Classification. Given a drug SMILES string, predict its absorption, distribution, metabolism, or excretion properties. Task type varies by dataset: regression for continuous measurements (e.g., permeability, clearance, half-life) or binary classification for categorical outcomes (e.g., BBB penetration, CYP inhibition). Dataset: cyp3a4_veith. (1) The molecule is N#CCCn1c(=O)c(-c2ccc(Cl)cc2)nc2cnc(Oc3cccc(Cl)c3)nc21. The result is 0 (non-inhibitor). (2) The result is 0 (non-inhibitor). The compound is O=C(O)c1cc2cc(OCc3ccccc3)ccc2[nH]1. (3) The compound is O=C1c2cc([N+](=O)[O-])ccc2-c2ccc3c4ccc5c6c(ccc(c7ccc1c2c73)c64)C(=O)c1cc([N+](=O)[O-])ccc1-5. The result is 0 (non-inhibitor). (4) The molecule is Cn1c(=O)c2[nH]c(CSCc3ccccc3)nc2n(C)c1=O. The result is 0 (non-inhibitor). (5) The molecule is CCNc1nc(NCC)nc(N(C)N)n1. The result is 0 (non-inhibitor). (6) The drug is COCCn1c(=O)c(-c2cc(F)cc(F)c2)nc2cnc(N3CCN(C)CC3)nc21. The result is 0 (non-inhibitor). (7) The molecule is CS(=O)(=O)Nc1cccc(-c2cncnc2-n2ccnc2)c1. The result is 1 (inhibitor). (8) The drug is Cc1cccc(C)c1NC(=O)CCN1C(=O)C2C3CCC(C3)C2C1=O. The result is 0 (non-inhibitor).